This data is from Forward reaction prediction with 1.9M reactions from USPTO patents (1976-2016). The task is: Predict the product of the given reaction. Given the reactants O1CCCC1.[Br:6][C:7]1[CH:23]=[CH:22][C:10]2[C:11](=[O:21])[C:12]3[CH:19]=[C:18]([OH:20])[CH:17]=[CH:16][C:13]=3[O:14][CH2:15][C:9]=2[CH:8]=1.[BH4-].[Na+], predict the reaction product. The product is: [Br:6][C:7]1[CH:23]=[CH:22][C:10]2[CH:11]([OH:21])[C:12]3[CH:19]=[C:18]([OH:20])[CH:17]=[CH:16][C:13]=3[O:14][CH2:15][C:9]=2[CH:8]=1.